From a dataset of Forward reaction prediction with 1.9M reactions from USPTO patents (1976-2016). Predict the product of the given reaction. (1) Given the reactants Cl[C:2]1[N:7]=[C:6]([NH:8][C:9]2[CH:14]=[CH:13][CH:12]=[CH:11][C:10]=2[C:15]2[N:16]([CH3:20])[CH:17]=[CH:18][N:19]=2)[C:5]([Cl:21])=[CH:4][N:3]=1.[CH2:22]([N:24]1[CH2:30][CH2:29][C:28]2[CH:31]=[C:32]([NH2:35])[CH:33]=[CH:34][C:27]=2[CH2:26][CH2:25]1)[CH3:23].Cl.O1CCOCC1.C(O)(C(F)(F)F)=O, predict the reaction product. The product is: [Cl:21][C:5]1[C:6]([NH:8][C:9]2[CH:14]=[CH:13][CH:12]=[CH:11][C:10]=2[C:15]2[N:16]([CH3:20])[CH:17]=[CH:18][N:19]=2)=[N:7][C:2]([NH:35][C:32]2[CH:33]=[CH:34][C:27]3[CH2:26][CH2:25][N:24]([CH2:22][CH3:23])[CH2:30][CH2:29][C:28]=3[CH:31]=2)=[N:3][CH:4]=1. (2) Given the reactants [C:1](Cl)(Cl)=[O:2].[NH2:5][CH2:6][C:7]1[CH:31]=[CH:30][CH:29]=[CH:28][C:8]=1[CH2:9][O:10][C:11]1[CH:16]=[C:15]([CH3:17])[N:14]([CH2:18][C:19]2[CH:24]=[CH:23][C:22]([O:25][CH3:26])=[CH:21][CH:20]=2)[C:13](=[O:27])[CH:12]=1.C([O-])(O)=O.[Na+].[NH2:37][C:38]1[N:42]([C:43]2[CH:48]=[CH:47][C:46]([OH:49])=[CH:45][CH:44]=2)[N:41]=[C:40]([C:50]([CH3:53])([CH3:52])[CH3:51])[CH:39]=1, predict the reaction product. The product is: [C:50]([C:40]1[CH:39]=[C:38]([NH:37][C:1]([NH:5][CH2:6][C:7]2[CH:31]=[CH:30][CH:29]=[CH:28][C:8]=2[CH2:9][O:10][C:11]2[CH:16]=[C:15]([CH3:17])[N:14]([CH2:18][C:19]3[CH:20]=[CH:21][C:22]([O:25][CH3:26])=[CH:23][CH:24]=3)[C:13](=[O:27])[CH:12]=2)=[O:2])[N:42]([C:43]2[CH:48]=[CH:47][C:46]([OH:49])=[CH:45][CH:44]=2)[N:41]=1)([CH3:53])([CH3:52])[CH3:51].